From a dataset of Catalyst prediction with 721,799 reactions and 888 catalyst types from USPTO. Predict which catalyst facilitates the given reaction. (1) Reactant: [NH:1]1[C:5]([C:6]2[S:7][CH:8]=[CH:9][N:10]=2)=[CH:4][CH:3]=[N:2]1.[H-].[Na+].[CH3:13][Si:14]([CH2:17][CH2:18][O:19][CH2:20]Cl)([CH3:16])[CH3:15]. Product: [CH3:13][Si:14]([CH3:16])([CH3:15])[CH2:17][CH2:18][O:19][CH2:20][N:1]1[C:5]([C:6]2[S:7][CH:8]=[CH:9][N:10]=2)=[CH:4][CH:3]=[N:2]1. The catalyst class is: 1. (2) Reactant: Br[CH:2](Br)[C:3]1[CH:4]=[CH:5][C:6]2[C:11](=[O:12])[O:10][C:9]([CH3:14])([CH3:13])[O:8][C:7]=2[CH:15]=1.CC(C)=[O:19]. Product: [CH3:13][C:9]1([CH3:14])[O:8][C:7]2[CH:15]=[C:3]([CH:2]=[O:19])[CH:4]=[CH:5][C:6]=2[C:11](=[O:12])[O:10]1. The catalyst class is: 716. (3) Reactant: [H-].[Na+].[Cl:3][C:4]1[CH:5]=[C:6]([OH:10])[CH:7]=[CH:8][CH:9]=1.Cl[C:12]1[C:21]2[C:16](=[CH:17][C:18]([O:24][CH3:25])=[C:19]([O:22][CH3:23])[CH:20]=2)[N:15]=[CH:14][N:13]=1.CCOC(C)=O. Product: [Cl:3][C:4]1[CH:5]=[C:6]([CH:7]=[CH:8][CH:9]=1)[O:10][C:12]1[C:21]2[C:16](=[CH:17][C:18]([O:24][CH3:25])=[C:19]([O:22][CH3:23])[CH:20]=2)[N:15]=[CH:14][N:13]=1. The catalyst class is: 1. (4) Reactant: Cl[C:2]1[N:3]=[N:4][C:5]([CH3:27])=[C:6]([C:17]2[CH:22]=[C:21]([O:23][CH3:24])[CH:20]=[C:19]([O:25][CH3:26])[CH:18]=2)[C:7]=1[C:8]1[C:13]([F:14])=[CH:12][C:11]([F:15])=[CH:10][C:9]=1[F:16].[C:28](=O)([O-])[O-].[Cs+].[Cs+].CB1OB(C)OB(C)O1.O. Product: [CH3:26][O:25][C:19]1[CH:18]=[C:17]([C:6]2[C:7]([C:8]3[C:13]([F:14])=[CH:12][C:11]([F:15])=[CH:10][C:9]=3[F:16])=[C:2]([CH3:28])[N:3]=[N:4][C:5]=2[CH3:27])[CH:22]=[C:21]([O:23][CH3:24])[CH:20]=1. The catalyst class is: 12. (5) Reactant: [Si:1]([O:18][CH:19]1[CH:24]([C:25]([O:27][CH2:28][CH3:29])=[O:26])[CH2:23][CH2:22][N:21]([C:30]2[C:38]3[C:33](=[CH:34][CH:35]=[CH:36][C:37]=3[F:39])[NH:32][N:31]=2)[CH2:20]1)([C:14]([CH3:17])([CH3:16])[CH3:15])([C:8]1[CH:13]=[CH:12][CH:11]=[CH:10][CH:9]=1)[C:2]1[CH:7]=[CH:6][CH:5]=[CH:4][CH:3]=1.CCN(C(C)C)C(C)C.[Cl:49][C:50]1[CH:58]=[CH:57][CH:56]=[C:55]([CH:59]2[CH2:61][CH2:60]2)[C:51]=1[C:52](Cl)=[O:53]. Product: [Si:1]([O:18][CH:19]1[CH:24]([C:25]([O:27][CH2:28][CH3:29])=[O:26])[CH2:23][CH2:22][N:21]([C:30]2[C:38]3[C:33](=[CH:34][CH:35]=[CH:36][C:37]=3[F:39])[N:32]([C:52](=[O:53])[C:51]3[C:55]([CH:59]4[CH2:60][CH2:61]4)=[CH:56][CH:57]=[CH:58][C:50]=3[Cl:49])[N:31]=2)[CH2:20]1)([C:14]([CH3:16])([CH3:15])[CH3:17])([C:8]1[CH:9]=[CH:10][CH:11]=[CH:12][CH:13]=1)[C:2]1[CH:3]=[CH:4][CH:5]=[CH:6][CH:7]=1. The catalyst class is: 79. (6) Reactant: [NH2:1][N:2]1[C:11](=[O:12])[C:10]2[C:5](=[C:6]([CH3:26])[C:7]([N:14]3[CH2:18][CH2:17][CH:16]([CH:19]([NH2:25])[C:20]4[O:21][CH:22]=[CH:23][N:24]=4)[CH2:15]3)=[C:8]([F:13])[CH:9]=2)[N:4]([CH:27]2[CH2:29][CH2:28]2)[C:3]1=[O:30].C(N(CC)CC)C.[C:38](#[N:41])[CH:39]=[CH2:40]. Product: [NH2:1][N:2]1[C:11](=[O:12])[C:10]2[C:5](=[C:6]([CH3:26])[C:7]([N:14]3[CH2:18][CH2:17][CH:16]([CH:19]([NH:25][CH2:40][CH2:39][C:38]#[N:41])[C:20]4[O:21][CH:22]=[CH:23][N:24]=4)[CH2:15]3)=[C:8]([F:13])[CH:9]=2)[N:4]([CH:27]2[CH2:28][CH2:29]2)[C:3]1=[O:30]. The catalyst class is: 5. (7) Product: [NH:1]([C:2]1[C:3]([O:8][CH3:9])=[N:4][CH:5]=[CH:6][CH:7]=1)[NH2:10]. Reactant: [NH2:1][C:2]1[C:3]([O:8][CH3:9])=[N:4][CH:5]=[CH:6][CH:7]=1.[N:10]([O-])=O.[Na+].O.O.Cl[Sn]Cl.[OH-].[K+]. The catalyst class is: 126. (8) Reactant: [NH:1]([C:36]([O:38][C:39]([CH3:42])([CH3:41])[CH3:40])=[O:37])[C@@H:2]([C:10]([NH:12][C@H:13]([C:18]([N:20]1[CH2:35][CH2:34][CH2:33][CH2:32][CH:21]1[C:22]([O:24]CC1C=CC=CC=1)=[O:23])=[O:19])[C@H:14]([CH2:16][CH3:17])[CH3:15])=[O:11])[CH2:3][CH:4]1[CH2:9][CH2:8][CH2:7][CH2:6][CH2:5]1. Product: [NH:1]([C:36]([O:38][C:39]([CH3:41])([CH3:40])[CH3:42])=[O:37])[C@@H:2]([C:10]([NH:12][C@H:13]([C:18]([N:20]1[CH2:35][CH2:34][CH2:33][CH2:32][CH:21]1[C:22]([OH:24])=[O:23])=[O:19])[C@H:14]([CH2:16][CH3:17])[CH3:15])=[O:11])[CH2:3][CH:4]1[CH2:9][CH2:8][CH2:7][CH2:6][CH2:5]1. The catalyst class is: 19. (9) Reactant: [CH3:1][O:2][C:3]1[CH:37]=[CH:36][C:6]([CH2:7][N:8]2[C:20]3[C:19]([O:21][CH3:22])=[CH:18][CH:17]=[C:16]([C:23](OC4C=CC([N+]([O-])=O)=CC=4)=[O:24])[C:15]=3[C:14]3[C:9]2=[CH:10][CH:11]=[C:12]([Cl:35])[CH:13]=3)=[CH:5][CH:4]=1.[Cl:38][C:39]1[CH:40]=[N:41][CH:42]=[C:43]([Cl:46])[C:44]=1[NH2:45].[H-].[Na+].Cl. Product: [Cl:38][C:39]1[CH:40]=[N:41][CH:42]=[C:43]([Cl:46])[C:44]=1[NH:45][C:23]([C:16]1[C:15]2[C:14]3[C:9](=[CH:10][CH:11]=[C:12]([Cl:35])[CH:13]=3)[N:8]([CH2:7][C:6]3[CH:36]=[CH:37][C:3]([O:2][CH3:1])=[CH:4][CH:5]=3)[C:20]=2[C:19]([O:21][CH3:22])=[CH:18][CH:17]=1)=[O:24]. The catalyst class is: 18. (10) Reactant: [CH3:1][C:2]1[N:7]=[C:6]([C:8]2[N:13]=[CH:12][C:11]3[CH:14]=[N:15][N:16]([C:17]4[N:22]=[C:21]([N:23]5[C:28](=[O:29])[CH2:27][CH2:26][C@H:25]([NH:30]C(=O)OC(C)(C)C)[CH2:24]5)[CH:20]=[CH:19][CH:18]=4)[C:10]=3[CH:9]=2)[CH:5]=[N:4][CH:3]=1.O1CCOCC1. Product: [NH2:30][C@@H:25]1[CH2:24][N:23]([C:21]2[CH:20]=[CH:19][CH:18]=[C:17]([N:16]3[C:10]4[CH:9]=[C:8]([C:6]5[CH:5]=[N:4][CH:3]=[C:2]([CH3:1])[N:7]=5)[N:13]=[CH:12][C:11]=4[CH:14]=[N:15]3)[N:22]=2)[C:28](=[O:29])[CH2:27][CH2:26]1. The catalyst class is: 126.